This data is from Catalyst prediction with 721,799 reactions and 888 catalyst types from USPTO. The task is: Predict which catalyst facilitates the given reaction. The catalyst class is: 5. Reactant: Br[C:2]1[CH:3]=[C:4]2[C:9](=[CH:10][CH:11]=1)[N:8]([C:12](=O)[CH2:13]Cl)[CH2:7][CH2:6][CH2:5]2.CN(C)CCN1[C:28]2[C:23](=CC([N+]([O-])=O)=C[CH:27]=2)CC1.[C:33]([OH:36])(=O)[CH3:34].[BH3-]C#N.[Na+].[OH-:41].[Na+]. Product: [O:41]1[C:23]2([CH2:5][CH2:6][CH:7]([N:8]3[C:9]4[C:4](=[CH:3][CH:2]=[CH:11][CH:10]=4)[CH2:13][CH2:12]3)[CH2:27][CH2:28]2)[O:36][CH2:33][CH2:34]1.